The task is: Predict which catalyst facilitates the given reaction.. This data is from Catalyst prediction with 721,799 reactions and 888 catalyst types from USPTO. (1) Reactant: [CH3:1][N:2]([CH3:20])[CH2:3][CH2:4][CH2:5][O:6][C:7]1[CH:12]=[CH:11][C:10]([NH2:13])=[CH:9][C:8]=1[C:14]1[N:15]([CH3:19])[N:16]=[CH:17][CH:18]=1.[F:21][C:22]1[CH:27]=[CH:26][CH:25]=[CH:24][C:23]=1[N:28]=[C:29]=[O:30]. Product: [CH3:20][N:2]([CH3:1])[CH2:3][CH2:4][CH2:5][O:6][C:7]1[CH:12]=[CH:11][C:10]([NH:13][C:29]([NH:28][C:23]2[CH:24]=[CH:25][CH:26]=[CH:27][C:22]=2[F:21])=[O:30])=[CH:9][C:8]=1[C:14]1[N:15]([CH3:19])[N:16]=[CH:17][CH:18]=1. The catalyst class is: 2. (2) Reactant: [CH3:1][C:2]1([C:9]([F:12])([F:11])[F:10])[O:6][N:5]=[C:4]([CH2:7]O)[CH2:3]1.COCCN(S(F)(F)[F:23])CCOC.C([O-])(O)=O.[Na+]. Product: [F:23][CH2:7][C:4]1[CH2:3][C:2]([CH3:1])([C:9]([F:12])([F:11])[F:10])[O:6][N:5]=1. The catalyst class is: 34.